From a dataset of Catalyst prediction with 721,799 reactions and 888 catalyst types from USPTO. Predict which catalyst facilitates the given reaction. (1) Reactant: [F:1][C:2]([F:15])([F:14])[C:3]1[NH:12][C:11](=O)[C:10]2[C:5](=[CH:6][CH:7]=[CH:8][CH:9]=2)[N:4]=1.P(Cl)(Cl)([Cl:18])=O. Product: [Cl:18][C:11]1[C:10]2[C:5](=[CH:6][CH:7]=[CH:8][CH:9]=2)[N:4]=[C:3]([C:2]([F:15])([F:14])[F:1])[N:12]=1. The catalyst class is: 3. (2) The catalyst class is: 1. Product: [Cl:1][C:2]1[C:3]([N:18]2[CH2:23][CH2:22][CH:21]([C:24]([OH:26])=[O:25])[CH2:20][CH2:19]2)=[N:4][CH:5]=[C:6]([C:11]2[O:12][C:13]([CH2:16][CH3:17])=[CH:14][N:15]=2)[C:7]=1[N:8]([CH3:10])[CH3:9]. Reactant: [Cl:1][C:2]1[C:3]([N:18]2[CH2:23][CH2:22][CH:21]([C:24]([O-:26])=[O:25])[CH2:20][CH2:19]2)=[N:4][CH:5]=[C:6]([C:11]2[O:12][C:13]([CH2:16][CH3:17])=[CH:14][N:15]=2)[C:7]=1[N:8]([CH3:10])[CH3:9].[OH-].[Li+].[OH-].[Na+]. (3) Reactant: C([O:4][CH2:5][C:6]1[C:11]([N:12]2[CH2:24][CH2:23][N:15]3[C:16]4[CH2:17][CH2:18][CH2:19][CH2:20][C:21]=4[CH:22]=[C:14]3[C:13]2=[O:25])=[CH:10][C:9]([F:26])=[CH:8][C:7]=1[C:27]1[CH:32]=[C:31]([NH:33][C:34]2[CH:39]=[CH:38][C:37]([N:40]3[CH2:45][CH2:44][N:43]([CH:46]4[CH2:49][O:48][CH2:47]4)[CH2:42][C:41]3([CH3:51])[CH3:50])=[CH:36][N:35]=2)[C:30](=[O:52])[N:29]([CH3:53])[CH:28]=1)(=O)C.[OH-].[Li+].C(O)(C)C.C1COCC1. Product: [CH3:50][C:41]1([CH3:51])[CH2:42][N:43]([CH:46]2[CH2:49][O:48][CH2:47]2)[CH2:44][CH2:45][N:40]1[C:37]1[CH:38]=[CH:39][C:34]([NH:33][C:31]2[C:30](=[O:52])[N:29]([CH3:53])[CH:28]=[C:27]([C:7]3[C:6]([CH2:5][OH:4])=[C:11]([N:12]4[CH2:24][CH2:23][N:15]5[C:16]6[CH2:17][CH2:18][CH2:19][CH2:20][C:21]=6[CH:22]=[C:14]5[C:13]4=[O:25])[CH:10]=[C:9]([F:26])[CH:8]=3)[CH:32]=2)=[N:35][CH:36]=1. The catalyst class is: 6. (4) Reactant: [CH:1]([C@@:3]1([NH:20][S:21]([CH2:24][C:25]([O:27][CH3:28])=[O:26])(=[O:23])=[O:22])[CH2:8][CH2:7][N:6]([C:9]([O:11][CH2:12][C:13]2[CH:18]=[CH:17][CH:16]=[CH:15][CH:14]=2)=[O:10])[C@@H:5]([CH3:19])[CH2:4]1)=O. Product: [CH3:19][C@@H:5]1[N:6]([C:9]([O:11][CH2:12][C:13]2[CH:14]=[CH:15][CH:16]=[CH:17][CH:18]=2)=[O:10])[CH2:7][CH2:8][C@@:3]2([NH:20][S:21](=[O:22])(=[O:23])[C:24]([C:25]([O:27][CH3:28])=[O:26])=[CH:1]2)[CH2:4]1. The catalyst class is: 360. (5) Product: [C:26]1([NH:32][C:33](=[O:34])[S:19][CH2:1][CH2:2][CH2:3][CH2:4][CH2:5][CH2:6][CH2:7][CH2:8][CH2:9][CH2:10][CH2:11][CH2:12][CH2:13][CH2:14][CH2:15][CH2:16][CH2:17][CH3:18])[CH:31]=[CH:30][CH:29]=[CH:28][CH:27]=1. The catalyst class is: 10. Reactant: [CH2:1]([SH:19])[CH2:2][CH2:3][CH2:4][CH2:5][CH2:6][CH2:7][CH2:8][CH2:9][CH2:10][CH2:11][CH2:12][CH2:13][CH2:14][CH2:15][CH2:16][CH2:17][CH3:18].N1C=CC=CC=1.[C:26]1([N:32]=[C:33]=[O:34])[CH:31]=[CH:30][CH:29]=[CH:28][CH:27]=1.